This data is from Reaction yield outcomes from USPTO patents with 853,638 reactions. The task is: Predict the reaction yield, written as a fraction of the theoretical maximum amount of product (1.0 means a 100% yield; for example, 0.34 means a 34% yield). (1) The reactants are [CH3:1][C:2]1([CH3:8])[CH2:6][CH2:5][CH2:4][C:3]1=O.[C:9]([CH2:11][C:12]([O:14][CH2:15][CH3:16])=[O:13])#[N:10].C([O-])(=O)C.[NH4+].[Na+].[Cl-]. The catalyst is C1(C)C=CC=CC=1.C(O)(=O)C. The product is [C:9](/[C:11](=[C:3]1\[C:2]([CH3:8])([CH3:1])[CH2:6][CH2:5][CH2:4]\1)/[C:12]([O:14][CH2:15][CH3:16])=[O:13])#[N:10]. The yield is 0.320. (2) The reactants are [Cl:1][C:2]1[C:7](O)=[C:6]([CH2:9][CH2:10][CH2:11][OH:12])[C:5]([CH3:13])=[CH:4][CH:3]=1.C1(P(C2C=CC=CC=2)C2C=CC=CC=2)C=CC=CC=1.N(C(OC(C)C)=O)=NC(OC(C)C)=O. The catalyst is O1CCCC1. The product is [Cl:1][C:2]1[C:7]2[O:12][CH2:11][CH2:10][CH2:9][C:6]=2[C:5]([CH3:13])=[CH:4][CH:3]=1. The yield is 0.940. (3) The reactants are [C:1]([N:3]=[C:4]([N:12]1[CH2:17][CH2:16][C:15]([CH2:24][CH2:25][N:26]2[CH:31]3[CH2:32][CH2:33][CH:27]2[CH2:28][CH:29]([N:34]2[C:38]4[CH:39]=[CH:40][CH:41]=[CH:42][C:37]=4[N:36]=[C:35]2[CH3:43])[CH2:30]3)([C:18]2[CH:23]=[CH:22][CH:21]=[CH:20][CH:19]=2)[CH2:14][CH2:13]1)OC1C=CC=CC=1)#[N:2].[NH2:44][NH2:45]. The catalyst is C(O)(C)C. The product is [CH3:43][C:35]1[N:34]([CH:29]2[CH2:30][CH:31]3[N:26]([CH2:25][CH2:24][C:15]4([C:18]5[CH:23]=[CH:22][CH:21]=[CH:20][CH:19]=5)[CH2:16][CH2:17][N:12]([C:4]5[NH:45][N:44]=[C:1]([NH2:2])[N:3]=5)[CH2:13][CH2:14]4)[CH:27]([CH2:33][CH2:32]3)[CH2:28]2)[C:38]2[CH:39]=[CH:40][CH:41]=[CH:42][C:37]=2[N:36]=1. The yield is 0.790. (4) The reactants are [F:1][C:2]([F:24])([F:23])[C:3]([NH:5][C:6]1[CH:7]=[C:8]([NH:12][C:13](=[O:22])[O:14][CH2:15][C:16]2[CH:21]=[CH:20][CH:19]=[CH:18][CH:17]=2)[CH:9]=[CH:10][CH:11]=1)=[O:4].[H-].[Na+].I[CH3:28]. The catalyst is CN(C=O)C.CCOC(C)=O. The product is [F:1][C:2]([F:23])([F:24])[C:3]([N:5]([C:6]1[CH:7]=[C:8]([NH:12][C:13](=[O:22])[O:14][CH2:15][C:16]2[CH:21]=[CH:20][CH:19]=[CH:18][CH:17]=2)[CH:9]=[CH:10][CH:11]=1)[CH3:28])=[O:4]. The yield is 0.800. (5) The reactants are [CH3:1][C:2]1([CH3:12])[C:10]2[C:5](=[CH:6][CH:7]=[CH:8][CH:9]=2)[C:4](=O)[CH2:3]1.[C:13]1([C@H:19]([CH2:21][OH:22])[NH2:20])[CH:18]=[CH:17][CH:16]=[CH:15][CH:14]=1.O.C1(C)C=CC(S(O)(=O)=O)=CC=1.CC(O)=O.[BH4-].[Na+]. The catalyst is C1(C)C=CC=CC=1. The product is [CH3:1][C:2]1([CH3:12])[C:10]2[C:5](=[CH:6][CH:7]=[CH:8][CH:9]=2)[C@@H:4]([NH:20][C@H:19]([C:13]2[CH:18]=[CH:17][CH:16]=[CH:15][CH:14]=2)[CH2:21][OH:22])[CH2:3]1. The yield is 0.740.